Dataset: Full USPTO retrosynthesis dataset with 1.9M reactions from patents (1976-2016). Task: Predict the reactants needed to synthesize the given product. (1) Given the product [Cl:7][C:8]1[CH:22]=[C:21]([F:23])[C:11]([O:12][C:13]2[CH:20]=[CH:19][C:16]([CH:17]=[CH2:1])=[CH:15][CH:14]=2)=[C:10]([F:24])[CH:9]=1, predict the reactants needed to synthesize it. The reactants are: [CH3:1]C([O-])(C)C.[K+].[Cl:7][C:8]1[CH:22]=[C:21]([F:23])[C:11]([O:12][C:13]2[CH:20]=[CH:19][C:16]([CH:17]=O)=[CH:15][CH:14]=2)=[C:10]([F:24])[CH:9]=1. (2) Given the product [CH3:20][O:17][C:16](=[O:18])[CH2:15][CH2:14][CH2:13][CH2:12][C:9]1[CH:8]=[CH:7][C:6]([F:5])=[CH:11][CH:10]=1, predict the reactants needed to synthesize it. The reactants are: S(Cl)(Cl)=O.[F:5][C:6]1[CH:11]=[CH:10][C:9]([CH2:12][CH2:13][CH2:14][CH2:15][C:16]([OH:18])=[O:17])=[CH:8][CH:7]=1.O.[CH3:20]O. (3) Given the product [Cl:13][C:8]1[CH:7]=[C:6]([NH:5][C:4]2[N:3]=[C:1]([NH2:2])[NH:17][N:16]=2)[CH:11]=[C:10]([Cl:12])[N:9]=1, predict the reactants needed to synthesize it. The reactants are: [C:1](/[N:3]=[C:4](\SC)/[NH:5][C:6]1[CH:11]=[C:10]([Cl:12])[N:9]=[C:8]([Cl:13])[CH:7]=1)#[N:2].[NH2:16][NH2:17]. (4) Given the product [CH3:39][S:40]([NH:1][CH2:2][C:3]1[CH:4]=[C:5]([CH:9]([CH3:31])[C:10]([NH:12][CH2:13][C:14]2[C:15]([C:24]3[CH:25]=[C:26]([CH3:30])[CH:27]=[CH:28][CH:29]=3)=[N:16][C:17]([C:20]([F:23])([F:21])[F:22])=[CH:18][CH:19]=2)=[O:11])[CH:6]=[CH:7][CH:8]=1)(=[O:42])=[O:41], predict the reactants needed to synthesize it. The reactants are: [NH2:1][CH2:2][C:3]1[CH:4]=[C:5]([CH:9]([CH3:31])[C:10]([NH:12][CH2:13][C:14]2[C:15]([C:24]3[CH:25]=[C:26]([CH3:30])[CH:27]=[CH:28][CH:29]=3)=[N:16][C:17]([C:20]([F:23])([F:22])[F:21])=[CH:18][CH:19]=2)=[O:11])[CH:6]=[CH:7][CH:8]=1.C(N(CC)CC)C.[CH3:39][S:40](Cl)(=[O:42])=[O:41]. (5) Given the product [Cl:12][C:13]1[CH:14]=[CH:15][C:16]([F:21])=[C:17]([CH:20]=1)[CH2:18][N:1]1[C:5]2=[N:6][CH:7]=[CH:8][CH:9]=[C:4]2[C:3]([C:10]#[N:11])=[N:2]1, predict the reactants needed to synthesize it. The reactants are: [NH:1]1[C:5]2=[N:6][CH:7]=[CH:8][CH:9]=[C:4]2[C:3]([C:10]#[N:11])=[N:2]1.[Cl:12][C:13]1[CH:14]=[CH:15][C:16]([F:21])=[C:17]([CH:20]=1)[CH2:18]Br. (6) Given the product [Cl:17][C:18]1[CH:19]=[C:20]([C:28]2[O:32][N:31]=[C:30]([C:33]3[CH:41]=[CH:40][CH:39]=[C:38]4[C:34]=3[CH:35]=[N:36][N:37]4[CH2:42][CH:43]([OH:52])[C:44]([O:46][CH2:47][CH3:48])=[O:45])[N:29]=2)[CH:21]=[CH:22][C:23]=1[O:24][CH:25]([CH3:27])[CH3:26], predict the reactants needed to synthesize it. The reactants are: CN(CCN(C)C)C.[Li+].CC([N-]C(C)C)C.[Cl:17][C:18]1[CH:19]=[C:20]([C:28]2[O:32][N:31]=[C:30]([C:33]3[CH:41]=[CH:40][CH:39]=[C:38]4[C:34]=3[CH:35]=[N:36][N:37]4[CH2:42][CH2:43][C:44]([O:46][CH2:47][CH3:48])=[O:45])[N:29]=2)[CH:21]=[CH:22][C:23]=1[O:24][CH:25]([CH3:27])[CH3:26].C1C[O:52]CC1.